This data is from Forward reaction prediction with 1.9M reactions from USPTO patents (1976-2016). The task is: Predict the product of the given reaction. (1) Given the reactants [CH:1]([NH:4][C:5]1[N:9]([CH3:10])[C:8]2[CH:11]=[CH:12][C:13]([N+:15]([O-])=O)=[CH:14][C:7]=2[N:6]=1)([CH3:3])[CH3:2].NN, predict the reaction product. The product is: [CH:1]([NH:4][C:5]1[N:9]([CH3:10])[C:8]2[CH:11]=[CH:12][C:13]([NH2:15])=[CH:14][C:7]=2[N:6]=1)([CH3:3])[CH3:2]. (2) Given the reactants [S:1]1[CH:5]=[CH:4][CH:3]=[C:2]1[C:6]1[S:7][CH:8]=[C:9]([C@@H:11]([NH:22][C:23]([NH2:25])=[S:24])[CH2:12][C:13]2[CH:18]=[CH:17][C:16]([N+:19]([O-:21])=[O:20])=[CH:15][CH:14]=2)[N:10]=1.Br[CH2:27][C:28]([C:30]1[CH:35]=[CH:34][CH:33]=[CH:32][C:31]=1[O:36][CH3:37])=O, predict the reaction product. The product is: [CH3:37][O:36][C:31]1[CH:32]=[CH:33][CH:34]=[CH:35][C:30]=1[C:28]1[N:25]=[C:23]([NH:22][C@H:11]([C:9]2[N:10]=[C:6]([C:2]3[S:1][CH:5]=[CH:4][CH:3]=3)[S:7][CH:8]=2)[CH2:12][C:13]2[CH:14]=[CH:15][C:16]([N+:19]([O-:21])=[O:20])=[CH:17][CH:18]=2)[S:24][CH:27]=1. (3) Given the reactants [CH3:1][N:2]1[C:6]([C:7]([OH:9])=O)=[CH:5][CH:4]=[N:3]1.C(Cl)(=O)C([Cl:13])=O.CN(C=O)C, predict the reaction product. The product is: [CH3:1][N:2]1[C:6]([C:7]([Cl:13])=[O:9])=[CH:5][CH:4]=[N:3]1. (4) Given the reactants [C:1]12[C:8]3=[CH:9][CH:10]=[CH:11][CH:12]=[C:7]3[C:6](=[O:13])[O:5][C:3](=[O:4])[C:2]1=[CH:14][CH:15]=[CH:16][CH:17]=2.[CH2:18]([OH:21])[CH:19]=[CH2:20], predict the reaction product. The product is: [CH2:18]([O:21][C:6]([C:7]1[C:8]([C:1]2[C:2]([C:3]([OH:5])=[O:4])=[CH:14][CH:15]=[CH:16][CH:17]=2)=[CH:9][CH:10]=[CH:11][CH:12]=1)=[O:13])[CH:19]=[CH2:20]. (5) Given the reactants Cl.[Br:2][C:3]1[CH2:10][C:6]2([CH2:9][NH:8][CH2:7]2)[O:5][N:4]=1.[CH2:11]([O:13][C:14]1[CH:19]=[C:18]([CH:20]=O)[CH:17]=[C:16]([O:22][CH2:23][CH3:24])[C:15]=1[C:25]1[CH:30]=[CH:29][C:28]([F:31])=[CH:27][CH:26]=1)[CH3:12], predict the reaction product. The product is: [Br:2][C:3]1[CH2:10][C:6]2([CH2:9][N:8]([CH2:20][C:18]3[CH:17]=[C:16]([O:22][CH2:23][CH3:24])[C:15]([C:25]4[CH:30]=[CH:29][C:28]([F:31])=[CH:27][CH:26]=4)=[C:14]([O:13][CH2:11][CH3:12])[CH:19]=3)[CH2:7]2)[O:5][N:4]=1. (6) Given the reactants [Cl:1][C:2]1[CH:14]=[N:13][C:5]2[NH:6][C:7]3[CH2:12][CH2:11][NH:10][CH2:9][C:8]=3[C:4]=2[CH:3]=1.CCN(C(C)C)C(C)C.[CH3:24][O:25][C:26]1[CH:31]=[CH:30][CH:29]=[CH:28][C:27]=1[N:32]=[C:33]=[O:34].Cl.CCOCC, predict the reaction product. The product is: [ClH:1].[CH3:24][O:25][C:26]1[CH:31]=[CH:30][CH:29]=[CH:28][C:27]=1[NH:32][C:33]([N:10]1[CH2:11][CH2:12][C:7]2[NH:6][C:5]3[N:13]=[CH:14][C:2]([Cl:1])=[CH:3][C:4]=3[C:8]=2[CH2:9]1)=[O:34].